From a dataset of Peptide-MHC class I binding affinity with 185,985 pairs from IEDB/IMGT. Regression. Given a peptide amino acid sequence and an MHC pseudo amino acid sequence, predict their binding affinity value. This is MHC class I binding data. The MHC is Patr-A0901 with pseudo-sequence Patr-A0901. The peptide sequence is VYALCTLLHL. The binding affinity (normalized) is 0.505.